This data is from Peptide-MHC class I binding affinity with 185,985 pairs from IEDB/IMGT. The task is: Regression. Given a peptide amino acid sequence and an MHC pseudo amino acid sequence, predict their binding affinity value. This is MHC class I binding data. (1) The peptide sequence is IMQVFFGYF. The MHC is HLA-A24:02 with pseudo-sequence HLA-A24:02. The binding affinity (normalized) is 0.433. (2) The MHC is Patr-A0301 with pseudo-sequence Patr-A0301. The binding affinity (normalized) is 0.264. The peptide sequence is GSSGLSRYV.